Predict the reactants needed to synthesize the given product. From a dataset of Full USPTO retrosynthesis dataset with 1.9M reactions from patents (1976-2016). Given the product [CH:28]1([C:31]2[O:27][N:26]=[C:24]([CH2:23][CH:11]3[CH2:10][CH2:9][CH:8]([C:5]4[CH:6]=[CH:7][C:2]([F:1])=[CH:3][CH:4]=4)[N:12]3[S:13]([C:16]3[CH:21]=[CH:20][C:19]([CH3:22])=[CH:18][CH:17]=3)(=[O:14])=[O:15])[N:25]=2)[CH2:30][CH2:29]1, predict the reactants needed to synthesize it. The reactants are: [F:1][C:2]1[CH:7]=[CH:6][C:5]([CH:8]2[N:12]([S:13]([C:16]3[CH:21]=[CH:20][C:19]([CH3:22])=[CH:18][CH:17]=3)(=[O:15])=[O:14])[CH:11]([CH2:23][C:24]([NH:26][OH:27])=[NH:25])[CH2:10][CH2:9]2)=[CH:4][CH:3]=1.[CH:28]1([C:31](O)=O)[CH2:30][CH2:29]1.